Dataset: Catalyst prediction with 721,799 reactions and 888 catalyst types from USPTO. Task: Predict which catalyst facilitates the given reaction. (1) Reactant: [F:1][C:2]1[C:11]([F:12])=[C:10]2[C:5]([CH2:6][CH2:7][CH:8]([CH2:13][CH2:14][CH3:15])[O:9]2)=[C:4]2[CH:16]=[C:17]([CH3:19])[O:18][C:3]=12. Product: [F:1][C:2]1[C:11]([F:12])=[C:10]2[C:5]([CH2:6][CH2:7][CH:8]([CH2:13][CH2:14][CH3:15])[O:9]2)=[C:4]2[CH2:16][CH:17]([CH3:19])[O:18][C:3]=12. The catalyst class is: 123. (2) The catalyst class is: 187. Product: [CH3:9][S:8][C:3]1[CH:4]=[CH:5][CH:6]=[CH:7][C:2]=1[NH:45][C:46]1[CH:51]=[CH:50][CH:49]=[CH:48][CH:47]=1. Reactant: Br[C:2]1[CH:7]=[CH:6][CH:5]=[CH:4][C:3]=1[S:8][CH3:9].COC1C=CC=C(OC)C=1C1C=CC=CC=1P(C1CCCCC1)C1CCCCC1.CC(C)([O-])C.[Na+].[NH2:45][C:46]1[CH:51]=[CH:50][CH:49]=[CH:48][CH:47]=1.